Task: Predict the product of the given reaction.. Dataset: Forward reaction prediction with 1.9M reactions from USPTO patents (1976-2016) (1) Given the reactants [OH:1][C:2]1[C:6]([CH3:13])([CH2:7][CH2:8][CH2:9][CH2:10][CH2:11][CH3:12])[S:5][C:4](=[O:14])[CH:3]=1.S(OC)(O[CH3:19])(=O)=O, predict the reaction product. The product is: [CH3:19][O:1][C:2]1[C:6]([CH3:13])([CH2:7][CH2:8][CH2:9][CH2:10][CH2:11][CH3:12])[S:5][C:4](=[O:14])[CH:3]=1. (2) Given the reactants Br[C:2]1[CH:20]=[CH:19][C:5]([C:6]([NH:8][CH:9]2[C:14]([CH3:16])([CH3:15])[C@H:13]3[CH2:17][C@:10]2([CH3:18])[CH2:11][CH2:12]3)=[O:7])=[CH:4][C:3]=1[S:21]([N:24]1[CH2:29][CH2:28][O:27][CH2:26][CH2:25]1)(=[O:23])=[O:22].CO.C1C=CC(P(C2C=CC3C(=CC=CC=3)C=2C2C3C(=CC=CC=3)C=CC=2P(C2C=CC=CC=2)C2C=CC=CC=2)C2C=CC=CC=2)=CC=1.C[C:79](C)([O-:81])C.[K+], predict the reaction product. The product is: [CH3:79][O:81][C:2]1[CH:20]=[CH:19][C:5]([C:6]([NH:8][CH:9]2[C:14]([CH3:16])([CH3:15])[C@H:13]3[CH2:17][C@:10]2([CH3:18])[CH2:11][CH2:12]3)=[O:7])=[CH:4][C:3]=1[S:21]([N:24]1[CH2:29][CH2:28][O:27][CH2:26][CH2:25]1)(=[O:23])=[O:22].